Dataset: Full USPTO retrosynthesis dataset with 1.9M reactions from patents (1976-2016). Task: Predict the reactants needed to synthesize the given product. Given the product [NH2:31][C:32]1[N:41]=[CH:40][C:39]2[C:34](=[CH:35][C:36]([C:2]#[C:1][C:3]3[CH:4]=[C:5]([CH:27]=[CH:28][C:29]=3[CH3:30])[C:6]([NH:8][C:9]3[CH:14]=[CH:13][C:12]([CH2:15][N:16]4[CH2:17][CH2:18][N:19]([CH3:22])[CH2:20][CH2:21]4)=[C:11]([C:23]([F:25])([F:24])[F:26])[CH:10]=3)=[O:7])=[CH:37][CH:38]=2)[N:33]=1, predict the reactants needed to synthesize it. The reactants are: [C:1]([C:3]1[CH:4]=[C:5]([CH:27]=[CH:28][C:29]=1[CH3:30])[C:6]([NH:8][C:9]1[CH:14]=[CH:13][C:12]([CH2:15][N:16]2[CH2:21][CH2:20][N:19]([CH3:22])[CH2:18][CH2:17]2)=[C:11]([C:23]([F:26])([F:25])[F:24])[CH:10]=1)=[O:7])#[CH:2].[NH2:31][C:32]1[N:41]=[CH:40][C:39]2[C:34](=[CH:35][C:36](Br)=[CH:37][CH:38]=2)[N:33]=1.